Dataset: Catalyst prediction with 721,799 reactions and 888 catalyst types from USPTO. Task: Predict which catalyst facilitates the given reaction. (1) Product: [CH3:20][C:21]1[O:34][N:18]=[C:17]([CH2:22][O:23][CH2:2][C:3]2[C:12]3[C:7](=[CH:8][CH:9]=[CH:10][CH:11]=3)[C:6]([C:13]([NH:15][C:16]3[C:17]([C:22]([NH:24][CH2:25][CH:26]4[CH2:31][CH2:30][O:29][CH2:28][CH2:27]4)=[O:23])=[N:18][CH:19]=[CH:20][CH:21]=3)=[O:14])=[CH:5][CH:4]=2)[CH:16]=1. Reactant: Br[CH2:2][C:3]1[C:12]2[C:7](=[CH:8][CH:9]=[CH:10][CH:11]=2)[C:6]([C:13]([NH:15][C:16]2[C:17]([C:22]([NH:24][CH2:25][CH:26]3[CH2:31][CH2:30][O:29][CH2:28][CH2:27]3)=[O:23])=[N:18][CH:19]=[CH:20][CH:21]=2)=[O:14])=[CH:5][CH:4]=1.[H-].[Na+].[OH2:34]. The catalyst class is: 291. (2) Reactant: [CH3:1][C@@H:2]1[CH2:7][NH:6][CH2:5][CH2:4][NH:3]1.Br[C:9]1[N:14]=[CH:13][CH:12]=[CH:11][N:10]=1. Product: [CH3:1][C@H:2]1[NH:3][CH2:4][CH2:5][N:6]([C:9]2[N:14]=[CH:13][CH:12]=[CH:11][N:10]=2)[CH2:7]1. The catalyst class is: 113. (3) Reactant: [C:1]([N:4]1[C:13]2[C:8](=[CH:9][C:10]([C:14]#[N:15])=[CH:11][CH:12]=2)[C@H:7]([NH2:16])[C@@H:6]([CH3:17])[C@@H:5]1[CH:18]1[CH2:20][CH2:19]1)(=[O:3])[CH3:2].Br[C:22]1[CH:23]=[C:24]([CH:34]=[CH:35][CH:36]=1)[CH2:25][O:26][Si:27]([C:30]([CH3:33])([CH3:32])[CH3:31])([CH3:29])[CH3:28].CN(C1C(C2C(P(C3CCCCC3)C3CCCCC3)=CC=CC=2)=CC=CC=1)C.CC(C)([O-])C.[Na+]. Product: [C:1]([N:4]1[C:13]2[C:8](=[CH:9][C:10]([C:14]#[N:15])=[CH:11][CH:12]=2)[C@H:7]([NH:16][C:35]2[CH:36]=[CH:22][CH:23]=[C:24]([CH2:25][O:26][Si:27]([C:30]([CH3:33])([CH3:32])[CH3:31])([CH3:28])[CH3:29])[CH:34]=2)[C@@H:6]([CH3:17])[C@@H:5]1[CH:18]1[CH2:20][CH2:19]1)(=[O:3])[CH3:2]. The catalyst class is: 62. (4) Reactant: [C:1]1([CH3:9])[CH:6]=[CH:5][C:4]([CH:7]=[O:8])=[CH:3][CH:2]=1.[F:10][C:11]([Si](C)(C)C)([F:13])[F:12].[F-].C([N+](CCCC)(CCCC)CCCC)CCC. Product: [F:10][C:11]([F:13])([F:12])[CH:7]([C:4]1[CH:5]=[CH:6][C:1]([CH3:9])=[CH:2][CH:3]=1)[OH:8]. The catalyst class is: 7. (5) Reactant: I[C:2]1[CH:3]=[N:4][NH:5][CH:6]=1.C([Li])CCC.[F:12][C:13]1([F:20])[CH2:18][CH2:17][C:16](=[O:19])[CH2:15][CH2:14]1. Product: [F:12][C:13]1([F:20])[CH2:18][CH2:17][C:16]([C:2]2[CH:3]=[N:4][NH:5][CH:6]=2)([OH:19])[CH2:15][CH2:14]1. The catalyst class is: 1. (6) Reactant: [Cl:1][C:2]1[C:3]([F:11])=[C:4]([CH2:9][OH:10])[C:5]([F:8])=[CH:6][CH:7]=1.CC(OI1(OC(C)=O)(OC(C)=O)OC(=O)C2C=CC=CC1=2)=O. Product: [Cl:1][C:2]1[C:3]([F:11])=[C:4]([C:5]([F:8])=[CH:6][CH:7]=1)[CH:9]=[O:10]. The catalyst class is: 2. (7) Reactant: [CH:1]1([CH2:4][C@H:5]([NH:25]C(=O)OC(C)(C)C)[CH2:6][O:7][C:8]2[CH:9]=[CH:10][C:11]3[C:20]4[C:15](=[C:16]([CH3:21])[N:17]=[CH:18][CH:19]=4)[C:14](=[O:22])[N:13]([CH3:23])[C:12]=3[CH:24]=2)[CH2:3][CH2:2]1.Cl. Product: [NH2:25][C@@H:5]([CH2:4][CH:1]1[CH2:3][CH2:2]1)[CH2:6][O:7][C:8]1[CH:9]=[CH:10][C:11]2[C:20]3[C:15](=[C:16]([CH3:21])[N:17]=[CH:18][CH:19]=3)[C:14](=[O:22])[N:13]([CH3:23])[C:12]=2[CH:24]=1. The catalyst class is: 27. (8) Reactant: [CH2:1]([N:3]([CH2:28][CH3:29])[C:4]([C:6]1[CH:7]=[CH:8][C:9]2[C:10](=[C:20]3[CH2:26][CH:25]4[NH:27][CH:22]([CH2:23][CH2:24]4)[CH2:21]3)[C:11]3[C:16]([O:17][C:18]=2[CH:19]=1)=[CH:15][CH:14]=[CH:13][CH:12]=3)=[O:5])[CH3:2].C(O)C.C[Si](I)(C)C. Product: [CH2:28]([N:3]([CH2:1][CH3:2])[C:4]([C:6]1[CH:7]=[CH:8][C:9]2[CH:10]([CH:20]3[CH2:26][CH:25]4[NH:27][CH:22]([CH2:23][CH2:24]4)[CH2:21]3)[C:11]3[C:16]([O:17][C:18]=2[CH:19]=1)=[CH:15][CH:14]=[CH:13][CH:12]=3)=[O:5])[CH3:29]. The catalyst class is: 22.